Regression. Given two drug SMILES strings and cell line genomic features, predict the synergy score measuring deviation from expected non-interaction effect. From a dataset of NCI-60 drug combinations with 297,098 pairs across 59 cell lines. Drug 1: CC(C1=C(C=CC(=C1Cl)F)Cl)OC2=C(N=CC(=C2)C3=CN(N=C3)C4CCNCC4)N. Drug 2: C1=NNC2=C1C(=O)NC=N2. Cell line: PC-3. Synergy scores: CSS=8.34, Synergy_ZIP=0.343, Synergy_Bliss=5.17, Synergy_Loewe=-0.0552, Synergy_HSA=4.46.